From a dataset of Reaction yield outcomes from USPTO patents with 853,638 reactions. Predict the reaction yield, written as a fraction of the theoretical maximum amount of product (1.0 means a 100% yield; for example, 0.34 means a 34% yield). (1) The reactants are [Cl:1][C:2]1[CH:3]=[C:4]([CH:20]=[CH:21][C:22]=1[O:23][CH3:24])[C:5]([O:7][NH:8][C:9]([C:11]1[CH:12]=[C:13]2[C:17](=[CH:18][CH:19]=1)[NH:16][CH:15]=[CH:14]2)=[NH:10])=O.CCCC[N+](CCCC)(CCCC)CCCC.[F-]. The catalyst is C1COCC1.C1(C)C=CC=CC=1. The product is [Cl:1][C:2]1[CH:3]=[C:4]([C:5]2[O:7][N:8]=[C:9]([C:11]3[CH:12]=[C:13]4[C:17](=[CH:18][CH:19]=3)[NH:16][CH:15]=[CH:14]4)[N:10]=2)[CH:20]=[CH:21][C:22]=1[O:23][CH3:24]. The yield is 0.920. (2) The reactants are [NH:1]1[C:11]2[C:6](=[CH:7][CH:8]=[CH:9][CH:10]=2)[C:4](=[O:5])[C:2]1=[O:3].[H-].[Na+].Br[CH2:15][CH2:16][CH2:17][CH2:18][CH3:19]. The catalyst is CN(C)C=O. The product is [CH2:15]([N:1]1[C:11]2[C:6](=[CH:7][CH:8]=[CH:9][CH:10]=2)[C:4](=[O:5])[C:2]1=[O:3])[CH2:16][CH2:17][CH2:18][CH3:19]. The yield is 0.990.